Dataset: Forward reaction prediction with 1.9M reactions from USPTO patents (1976-2016). Task: Predict the product of the given reaction. Given the reactants [C:1]([O:5][C:6]([N:8]1[CH2:12][CH2:11][CH2:10][C@H:9]1[CH2:13][NH2:14])=[O:7])([CH3:4])([CH3:3])[CH3:2].Cl[C:16]1[N:21]=[CH:20][C:19]([Cl:22])=[CH:18][N:17]=1.C(=O)([O-])[O-].[K+].[K+].C(N(C(C)C)CC)(C)C, predict the reaction product. The product is: [C:1]([O:5][C:6]([N:8]1[CH2:12][CH2:11][CH2:10][CH:9]1[CH2:13][NH:14][C:16]1[N:21]=[CH:20][C:19]([Cl:22])=[CH:18][N:17]=1)=[O:7])([CH3:4])([CH3:3])[CH3:2].